From a dataset of Forward reaction prediction with 1.9M reactions from USPTO patents (1976-2016). Predict the product of the given reaction. Given the reactants N[CH:2]([OH:5])[CH2:3][CH3:4].[N:6]1C=CC=CC=1.[C:12](Cl)(=[O:30])[CH2:13][CH2:14][CH2:15][CH2:16][CH2:17][CH2:18][CH2:19]/[CH:20]=[CH:21]\[CH2:22][CH2:23][CH2:24][CH2:25][CH2:26][CH2:27][CH2:28][CH3:29], predict the reaction product. The product is: [OH:5][CH2:2][CH2:3][CH2:4][NH:6][C:12](=[O:30])[CH2:13][CH2:14][CH2:15][CH2:16][CH2:17][CH2:18][CH2:19]/[CH:20]=[CH:21]\[CH2:22][CH2:23][CH2:24][CH2:25][CH2:26][CH2:27][CH2:28][CH3:29].